Dataset: Full USPTO retrosynthesis dataset with 1.9M reactions from patents (1976-2016). Task: Predict the reactants needed to synthesize the given product. (1) The reactants are: [CH:1]([O:4][C:5]1[CH:10]=[C:9]([CH2:11][C:12]2[CH:17]=[CH:16][CH:15]=[CH:14][N:13]=2)[CH:8]=[CH:7][C:6]=1[OH:18])([CH3:3])[CH3:2].[H-].[Na+].C1C=CC(N([S:28]([C:31]([F:34])([F:33])[F:32])(=[O:30])=[O:29])[S:28]([C:31]([F:34])([F:33])[F:32])(=[O:30])=[O:29])=CC=1.[Cl-].[NH4+]. Given the product [F:32][C:31]([F:34])([F:33])[S:28]([O:18][C:6]1[CH:7]=[CH:8][C:9]([CH2:11][C:12]2[CH:17]=[CH:16][CH:15]=[CH:14][N:13]=2)=[CH:10][C:5]=1[O:4][CH:1]([CH3:3])[CH3:2])(=[O:30])=[O:29], predict the reactants needed to synthesize it. (2) The reactants are: [O:1]1[C:5]2[CH2:6][CH2:7][CH2:8][C:9](=[O:10])[C:4]=2[CH:3]=[CH:2]1.[BH4-].[Na+].N1C=CN=C1.[C:18]([Si:22]([CH3:25])([CH3:24])Cl)([CH3:21])([CH3:20])[CH3:19]. Given the product [C:18]([Si:22]([CH3:25])([CH3:24])[O:10][CH:9]1[C:4]2[CH:3]=[CH:2][O:1][C:5]=2[CH2:6][CH2:7][CH2:8]1)([CH3:21])([CH3:20])[CH3:19], predict the reactants needed to synthesize it. (3) Given the product [Br:1][C:2]1[CH:7]=[CH:6][C:5]([C:8]2[CH:13]=[C:12]([C:14]([N:16]3[CH2:20][CH2:19][CH2:18][CH2:17]3)=[O:15])[CH:11]=[C:10]([C:21]([NH:55][CH2:54][C:51]3[CH:52]=[N:53][C:48]([CH3:47])=[CH:49][CH:50]=3)=[O:22])[CH:9]=2)=[CH:4][CH:3]=1, predict the reactants needed to synthesize it. The reactants are: [Br:1][C:2]1[CH:7]=[CH:6][C:5]([C:8]2[CH:13]=[C:12]([C:14]([N:16]3[CH2:20][CH2:19][CH2:18][CH2:17]3)=[O:15])[CH:11]=[C:10]([C:21](O)=[O:22])[CH:9]=2)=[CH:4][CH:3]=1.Cl.CN(C)CCCN=C=NCC.O.ON1C2C=CC=CC=2N=N1.[CH3:47][C:48]1[N:53]=[CH:52][C:51]([CH2:54][NH2:55])=[CH:50][CH:49]=1.C(N(CC)C(C)C)(C)C. (4) Given the product [CH3:40][N:42]([CH3:43])[C:6]([N:8]1[CH2:15][CH:14]2[CH:10]([CH2:11][N:12]([CH2:16][C:17]3[S:25][C:24]4[C:23]([N:26]5[CH2:27][CH2:28][O:29][CH2:30][CH2:31]5)=[N:22][C:21]([Cl:32])=[N:20][C:19]=4[CH:18]=3)[CH2:13]2)[CH2:9]1)=[O:5], predict the reactants needed to synthesize it. The reactants are: C([O:5][C:6]([N:8]1[CH2:15][CH:14]2[CH:10]([CH2:11][N:12]([CH2:16][C:17]3[S:25][C:24]4[C:23]([N:26]5[CH2:31][CH2:30][O:29][CH2:28][CH2:27]5)=[N:22][C:21]([Cl:32])=[N:20][C:19]=4[CH:18]=3)[CH2:13]2)[CH2:9]1)=O)(C)(C)C.C(O)(C(F)(F)F)=O.[CH2:40]([N:42](CC)[CH2:43]C)C.CN(C)C(Cl)=O.